This data is from Full USPTO retrosynthesis dataset with 1.9M reactions from patents (1976-2016). The task is: Predict the reactants needed to synthesize the given product. (1) Given the product [F:2][C@@H:3]1[CH2:7][N:6]([C:31](=[O:35])[CH2:32][OH:33])[C@H:5]([C:8]([NH2:15])=[O:10])[CH2:4]1, predict the reactants needed to synthesize it. The reactants are: Cl.[F:2][C@@H:3]1[CH2:7][NH:6][C@H:5]([C:8]([O:10]C)=O)[CH2:4]1.C([N:15](C(C)C)CC)(C)C.ON1C2C=CC=CC=2N=N1.[C:31]([OH:35])(=O)[CH2:32][OH:33].Cl.C(N=C=NCCCN(C)C)C. (2) Given the product [ClH:15].[F:1][C:2]([F:13])([F:14])[O:3][C:4]1[CH:12]=[CH:11][C:7]([CH2:8][NH2:9])=[CH:6][CH:5]=1, predict the reactants needed to synthesize it. The reactants are: [F:1][C:2]([F:14])([F:13])[O:3][C:4]1[CH:12]=[CH:11][C:7]([CH:8]=[N:9]O)=[CH:6][CH:5]=1.[ClH:15]. (3) Given the product [CH3:1][C:2]([CH3:19])([CH3:18])[CH2:3][NH:4][C:5]1[C:14]2[C:9](=[CH:10][CH:11]=[C:12]([O:15][CH2:22][C:23]3[CH:28]=[CH:27][N:26]=[CH:25][CH:24]=3)[CH:13]=2)[N:8]=[C:7]([C:16]#[N:17])[N:6]=1, predict the reactants needed to synthesize it. The reactants are: [CH3:1][C:2]([CH3:19])([CH3:18])[CH2:3][NH:4][C:5]1[C:14]2[C:9](=[CH:10][CH:11]=[C:12]([OH:15])[CH:13]=2)[N:8]=[C:7]([C:16]#[N:17])[N:6]=1.Cl.Cl[CH2:22][C:23]1[CH:28]=[CH:27][N:26]=[CH:25][CH:24]=1.C(=O)([O-])[O-].[Cs+].[Cs+].O.